Dataset: Forward reaction prediction with 1.9M reactions from USPTO patents (1976-2016). Task: Predict the product of the given reaction. Given the reactants C1N=CN(C(N2C=NC=C2)=O)C=1.[Cl:13][C:14]1[CH:19]=[CH:18][C:17]([C:20]2[C:21]([C:29]3[C:34]([O:35][CH3:36])=[CH:33][CH:32]=[CH:31][C:30]=3[O:37][CH3:38])=[CH:22][CH:23]=[C:24]([C:26](O)=[O:27])[CH:25]=2)=[CH:16][C:15]=1[O:39][CH2:40][CH2:41][CH2:42][N:43]([CH3:45])[CH3:44].[NH2:46][CH:47]([CH:52]([CH3:54])[CH3:53])[CH2:48][C:49]([OH:51])=[O:50], predict the reaction product. The product is: [ClH:13].[Cl:13][C:14]1[CH:19]=[CH:18][C:17]([C:20]2[C:21]([C:29]3[C:30]([O:37][CH3:38])=[CH:31][CH:32]=[CH:33][C:34]=3[O:35][CH3:36])=[CH:22][CH:23]=[C:24]([C:26]([NH:46][CH:47]([CH:52]([CH3:54])[CH3:53])[CH2:48][C:49]([OH:51])=[O:50])=[O:27])[CH:25]=2)=[CH:16][C:15]=1[O:39][CH2:40][CH2:41][CH2:42][N:43]([CH3:44])[CH3:45].